Dataset: Forward reaction prediction with 1.9M reactions from USPTO patents (1976-2016). Task: Predict the product of the given reaction. (1) Given the reactants [CH3:1][C:2]1([C:5]([O:7][C:8]2[CH:13]=[CH:12][C:11]([CH:14]([CH2:28][NH:29]C(OC(C)(C)C)=O)[C:15]([NH:17][C:18]3[CH:19]=[C:20]4[C:25](=[CH:26][CH:27]=3)[CH:24]=[N:23][CH:22]=[CH:21]4)=[O:16])=[CH:10][CH:9]=2)=[O:6])[CH2:4][CH2:3]1.[ClH:37], predict the reaction product. The product is: [ClH:37].[ClH:37].[CH3:1][C:2]1([C:5]([O:7][C:8]2[CH:9]=[CH:10][C:11]([CH:14]([CH2:28][NH2:29])[C:15]([NH:17][C:18]3[CH:19]=[C:20]4[C:25](=[CH:26][CH:27]=3)[CH:24]=[N:23][CH:22]=[CH:21]4)=[O:16])=[CH:12][CH:13]=2)=[O:6])[CH2:3][CH2:4]1. (2) Given the reactants [O:1]1[CH2:6][CH2:5][N:4]([C:7]2[N:12]=[C:11]([C:13]3[C:21]4[C:16](=[CH:17][CH:18]=[C:19]([C:22]5[O:26][C:25]([NH2:27])=[N:24][N:23]=5)[CH:20]=4)[N:15](S(C4C=CC(C)=CC=4)(=O)=O)[CH:14]=3)[CH:10]=[CH:9][CH:8]=2)[CH2:3][CH2:2]1, predict the reaction product. The product is: [O:1]1[CH2:2][CH2:3][N:4]([C:7]2[N:12]=[C:11]([C:13]3[C:21]4[C:16](=[CH:17][CH:18]=[C:19]([C:22]5[O:26][C:25]([NH2:27])=[N:24][N:23]=5)[CH:20]=4)[NH:15][CH:14]=3)[CH:10]=[CH:9][CH:8]=2)[CH2:5][CH2:6]1.